This data is from Reaction yield outcomes from USPTO patents with 853,638 reactions. The task is: Predict the reaction yield, written as a fraction of the theoretical maximum amount of product (1.0 means a 100% yield; for example, 0.34 means a 34% yield). (1) The reactants are [CH3:1][O:2][C:3]1[CH:4]=[CH:5][C:6]2[CH:10]=[C:9]([C:11]3[CH2:16][CH2:15][NH:14][CH2:13][CH:12]=3)[S:8][C:7]=2[CH:17]=1.FC(F)(F)CO. The catalyst is [Pd].C(O)C. The product is [CH3:1][O:2][C:3]1[CH:4]=[CH:5][C:6]2[CH:10]=[C:9]([CH:11]3[CH2:16][CH2:15][NH:14][CH2:13][CH2:12]3)[S:8][C:7]=2[CH:17]=1. The yield is 0.220. (2) The reactants are [CH3:1][O:2][C:3]1[C:4]([CH2:11][CH:12]([C:14]2[CH:19]=[CH:18][CH:17]=[CH:16][CH:15]=2)[CH3:13])=[C:5]([CH2:9]O)[CH:6]=[CH:7][CH:8]=1.O=S(Cl)[Cl:22]. The catalyst is C(Cl)Cl. The product is [Cl:22][CH2:9][C:5]1[C:4]([CH2:11][CH:12]([C:14]2[CH:19]=[CH:18][CH:17]=[CH:16][CH:15]=2)[CH3:13])=[C:3]([O:2][CH3:1])[CH:8]=[CH:7][CH:6]=1. The yield is 0.887. (3) The reactants are [CH3:1][O:2][C:3]1[CH:4]=[C:5]2[C:10](=[CH:11][C:12]=1[O:13][CH3:14])[N:9]=[CH:8][CH:7]=[C:6]2[O:15][C:16]1[C:22]([CH3:23])=[CH:21][C:19]([NH2:20])=[C:18]([CH3:24])[CH:17]=1.[CH3:25][O:26][C:27]1[CH:32]=[CH:31][C:30]([N:33]=[C:34]=[O:35])=[CH:29][CH:28]=1. The catalyst is C(Cl)(Cl)Cl. The product is [CH3:1][O:2][C:3]1[CH:4]=[C:5]2[C:10](=[CH:11][C:12]=1[O:13][CH3:14])[N:9]=[CH:8][CH:7]=[C:6]2[O:15][C:16]1[C:22]([CH3:23])=[CH:21][C:19]([NH:20][C:34]([NH:33][C:30]2[CH:31]=[CH:32][C:27]([O:26][CH3:25])=[CH:28][CH:29]=2)=[O:35])=[C:18]([CH3:24])[CH:17]=1. The yield is 0.740.